Dataset: Forward reaction prediction with 1.9M reactions from USPTO patents (1976-2016). Task: Predict the product of the given reaction. The product is: [O:1]1[C:5]([C:6]2[CH:7]=[CH:8][C:9]([NH:12][N:13]=[C:15]([CH3:17])[CH3:14])=[CH:10][CH:11]=2)=[CH:4][N:3]=[CH:2]1. Given the reactants [O:1]1[C:5]([C:6]2[CH:11]=[CH:10][C:9]([NH:12][NH2:13])=[CH:8][CH:7]=2)=[CH:4][N:3]=[CH:2]1.[CH3:14][C:15]([CH3:17])=O, predict the reaction product.